Dataset: Catalyst prediction with 721,799 reactions and 888 catalyst types from USPTO. Task: Predict which catalyst facilitates the given reaction. Reactant: [Cl:1][C:2]1[N:7]=[C:6]([O:8][CH2:9][CH:10]2[CH2:17][CH2:16][C:13]3([CH2:15][CH2:14]3)[CH2:12][CH2:11]2)[C:5]([C:18]([OH:20])=[O:19])=[CH:4][N:3]=1.C([O-])([O-])=O.[K+].[K+].[CH2:27](Br)[CH:28]=[CH2:29]. Product: [CH2:29]([O:19][C:18]([C:5]1[C:6]([O:8][CH2:9][CH:10]2[CH2:11][CH2:12][C:13]3([CH2:15][CH2:14]3)[CH2:16][CH2:17]2)=[N:7][C:2]([Cl:1])=[N:3][CH:4]=1)=[O:20])[CH:28]=[CH2:27]. The catalyst class is: 18.